From a dataset of Forward reaction prediction with 1.9M reactions from USPTO patents (1976-2016). Predict the product of the given reaction. (1) Given the reactants [C:1]([O:5][C:6](=[O:20])[NH:7][C:8]1[CH:13]=[CH:12][C:11]([C:14]2[O:15][CH:16]=[CH:17][CH:18]=2)=[CH:10][C:9]=1[NH2:19])([CH3:4])([CH3:3])[CH3:2].CC1(C)[O:27][C:26]([C:28]2[CH:29]=[C:30]([CH:33]=[CH:34][CH:35]=2)[C:31]#[N:32])=[CH:25][C:24](=O)[O:23]1, predict the reaction product. The product is: [C:1]([O:5][C:6](=[O:20])[NH:7][C:8]1[CH:13]=[CH:12][C:11]([C:14]2[O:15][CH:16]=[CH:17][CH:18]=2)=[CH:10][C:9]=1[NH:19][C:24](=[O:23])[CH2:25][C:26]([C:28]1[CH:35]=[CH:34][CH:33]=[C:30]([C:31]#[N:32])[CH:29]=1)=[O:27])([CH3:4])([CH3:2])[CH3:3]. (2) Given the reactants [CH2:1]([CH:5]([CH2:11][C:12]1[CH:17]=[CH:16][C:15]([O:18][CH2:19][CH2:20][O:21]C2CCCCO2)=[CH:14][CH:13]=1)[C:6]([O:8][CH2:9][CH3:10])=[O:7])[CH2:2][CH2:3][CH3:4].O.C1(C)C=CC(S(O)(=O)=O)=CC=1, predict the reaction product. The product is: [CH2:1]([CH:5]([CH2:11][C:12]1[CH:17]=[CH:16][C:15]([O:18][CH2:19][CH2:20][OH:21])=[CH:14][CH:13]=1)[C:6]([O:8][CH2:9][CH3:10])=[O:7])[CH2:2][CH2:3][CH3:4].